From a dataset of Catalyst prediction with 721,799 reactions and 888 catalyst types from USPTO. Predict which catalyst facilitates the given reaction. (1) Reactant: Br.Br[CH2:3][C:4]([C:6]1[CH:11]=[CH:10][N:9]=[CH:8][CH:7]=1)=O.[F:12][C:13]1[CH:18]=[CH:17][C:16]([NH:19][C:20]([NH2:22])=[S:21])=[CH:15][CH:14]=1.N. Product: [F:12][C:13]1[CH:18]=[CH:17][C:16]([NH:19][C:20]2[S:21][CH:3]=[C:4]([C:6]3[CH:11]=[CH:10][N:9]=[CH:8][CH:7]=3)[N:22]=2)=[CH:15][CH:14]=1. The catalyst class is: 88. (2) Product: [Cl:1][C:2]1[CH:3]=[C:4]([CH2:30][C:31]([OH:33])=[O:32])[CH:5]=[CH:6][C:7]=1[S:8][CH2:9][C:10]1[CH:15]=[CH:14][CH:13]=[C:12]([O:16][CH2:17][C:18]2[N:19]=[C:20]([C:24]3[CH:25]=[CH:26][CH:27]=[CH:28][CH:29]=3)[O:21][C:22]=2[CH3:23])[CH:11]=1. Reactant: [Cl:1][C:2]1[CH:3]=[C:4]([CH2:30][C:31]([O:33]C)=[O:32])[CH:5]=[CH:6][C:7]=1[S:8][CH2:9][C:10]1[CH:15]=[CH:14][CH:13]=[C:12]([O:16][CH2:17][C:18]2[N:19]=[C:20]([C:24]3[CH:29]=[CH:28][CH:27]=[CH:26][CH:25]=3)[O:21][C:22]=2[CH3:23])[CH:11]=1.[OH-].[Na+].O1CCCC1.Cl. The catalyst class is: 72. (3) Reactant: C1(P(C2C=CC=CC=2)C2C=CC=CC=2)C=CC=CC=1.O[CH2:21][CH2:22][CH2:23][NH:24][C:25](=[O:31])[O:26][C:27]([CH3:30])([CH3:29])[CH3:28].[O:32]([CH2:39][C:40]1[CH:44]=[C:43]([C:45]([O:47][CH2:48][CH3:49])=[O:46])[NH:42][N:41]=1)[C:33]1[CH:38]=[CH:37][CH:36]=[CH:35][CH:34]=1. Product: [C:27]([O:26][C:25]([NH:24][CH2:23][CH2:22][CH2:21][N:42]1[C:43]([C:45]([O:47][CH2:48][CH3:49])=[O:46])=[CH:44][C:40]([CH2:39][O:32][C:33]2[CH:38]=[CH:37][CH:36]=[CH:35][CH:34]=2)=[N:41]1)=[O:31])([CH3:30])([CH3:29])[CH3:28]. The catalyst class is: 1. (4) Reactant: C1C2C3=CC4[CH:14]=[CH:15][C:16](C(N)=O)=[CH:17][C:18]=4[N:9]3CC=CC=2C=CC=1.[CH:22]1C2[C:22]3=[CH:23][C:24]4[CH:22]=[CH:23][C:24](C(O)=O)=[CH:25][C:25]=4N3CC=CC=2[CH:25]=[CH:24][CH:23]=1.[C:43]([N:50]1[CH:54]=[CH:53][N:52]=[CH:51]1)(N1C=CN=C1)=[O:44].CN(C)S(N)(=O)=O.C1CCN2C(=NCCC2)CC1.[ClH:73]. Product: [Cl:73][C:18]1[C:17]([C:43]([N:50]2[CH:54]3[CH2:25][CH2:24][CH:23]2[CH2:22][N:52]([CH3:51])[CH2:53]3)=[O:44])=[CH:16][CH:15]=[CH:14][N:9]=1. The catalyst class is: 1.